This data is from Peptide-MHC class I binding affinity with 185,985 pairs from IEDB/IMGT. The task is: Regression. Given a peptide amino acid sequence and an MHC pseudo amino acid sequence, predict their binding affinity value. This is MHC class I binding data. (1) The peptide sequence is SRYDPSISF. The MHC is HLA-B27:05 with pseudo-sequence HLA-B27:05. The binding affinity (normalized) is 0.488. (2) The peptide sequence is YEFLQPILL. The MHC is HLA-A02:01 with pseudo-sequence HLA-A02:01. The binding affinity (normalized) is 0.159.